From a dataset of Full USPTO retrosynthesis dataset with 1.9M reactions from patents (1976-2016). Predict the reactants needed to synthesize the given product. (1) Given the product [CH2:1]([N:8]1[CH2:12][CH2:11][N:10]([C:30]2[S:31][C:32]([C:36]([NH:38][CH2:39][C:40]3[CH:45]=[CH:44][C:43]([F:46])=[CH:42][CH:41]=3)=[O:37])=[C:33]([CH3:35])[N:34]=2)[C:9]1=[NH:13])[C:2]1[CH:3]=[CH:4][CH:5]=[CH:6][CH:7]=1, predict the reactants needed to synthesize it. The reactants are: [CH2:1]([N:8]1[CH2:12][CH2:11][NH:10][C:9]1=[N:13]C#N)[C:2]1[CH:7]=[CH:6][CH:5]=[CH:4][CH:3]=1.C(N1CCNC1=N)C1C=CC=CC=1.Br[C:30]1[S:31][C:32]([C:36]([NH:38][CH2:39][C:40]2[CH:45]=[CH:44][C:43]([F:46])=[CH:42][CH:41]=2)=[O:37])=[C:33]([CH3:35])[N:34]=1. (2) The reactants are: [CH2:1]([O:3][C:4]([C:6]1[CH2:7][N:8]([C:24]([O:26][C:27]([CH3:30])([CH3:29])[CH3:28])=[O:25])[CH2:9][C:10]([F:23])([F:22])[C:11]=1[C:12]1[CH:17]=[CH:16][C:15]([CH2:18][CH2:19][CH2:20][OH:21])=[CH:14][CH:13]=1)=[O:5])[CH3:2].[Cl:31][C:32]1[C:37]([F:38])=[CH:36][CH:35]=[C:34]([F:39])[C:33]=1O.C(P(CCCC)CCCC)CCC. Given the product [CH2:1]([O:3][C:4]([C:6]1[CH2:7][N:8]([C:24]([O:26][C:27]([CH3:29])([CH3:28])[CH3:30])=[O:25])[CH2:9][C:10]([F:22])([F:23])[C:11]=1[C:12]1[CH:17]=[CH:16][C:15]([CH2:18][CH2:19][CH2:20][O:21][C:33]2[C:34]([F:39])=[CH:35][CH:36]=[C:37]([F:38])[C:32]=2[Cl:31])=[CH:14][CH:13]=1)=[O:5])[CH3:2], predict the reactants needed to synthesize it. (3) Given the product [NH2:14][C:15]1[CH2:16][C:17]([C:27](=[O:28])[N:29]([CH2:33][CH2:34][CH3:35])[CH2:30][CH2:31][CH3:32])=[CH:18][C:19]2[CH:25]=[CH:24][C:23]([C:9]3[CH:10]=[C:5]([CH2:3][C:36]([O:37][CH2:42][CH3:43])=[O:39])[CH:6]=[CH:7][CH:8]=3)=[CH:22][C:20]=2[N:21]=1, predict the reactants needed to synthesize it. The reactants are: CO[C:3]([C:5]1[CH:10]=[CH:9][C:8](B(O)O)=[CH:7][CH:6]=1)=O.[NH2:14][C:15]1[CH2:16][C:17]([C:27]([N:29]([CH2:33][CH2:34][CH3:35])[CH2:30][CH2:31][CH3:32])=[O:28])=[CH:18][C:19]2[CH:25]=[CH:24][C:23](Br)=[CH:22][C:20]=2[N:21]=1.[C:36](=[O:39])([O-])[O-:37].[K+].[K+].[C:42](#N)[CH3:43]. (4) Given the product [F:1][C:2]1[C:7]([F:8])=[C:6]([F:9])[CH:5]=[CH:4][C:3]=1[NH:10][CH:14]([CH3:16])[C:13]([OH:18])=[O:17], predict the reactants needed to synthesize it. The reactants are: [F:1][C:2]1[C:7]([F:8])=[C:6]([F:9])[CH:5]=[CH:4][C:3]=1[N+:10]([O-])=O.[C:13]([OH:18])(=[O:17])[C:14]([CH3:16])=O. (5) Given the product [Si:18]([O:21][CH2:22][C:23]1[CH:24]=[CH:25][C:26]([C:29]#[C:30]/[CH:2]=[CH:3]/[C:4]2[CH:13]=[CH:12][C:7]([C:8]([O:10][CH3:11])=[O:9])=[CH:6][CH:5]=2)=[CH:27][CH:28]=1)([C:14]([CH3:17])([CH3:16])[CH3:15])([CH3:19])[CH3:20], predict the reactants needed to synthesize it. The reactants are: I/[CH:2]=[CH:3]/[C:4]1[CH:13]=[CH:12][C:7]([C:8]([O:10][CH3:11])=[O:9])=[CH:6][CH:5]=1.[C:14]([Si:18]([O:21][CH2:22][C:23]1[CH:28]=[CH:27][C:26]([C:29]#[CH:30])=[CH:25][CH:24]=1)([CH3:20])[CH3:19])([CH3:17])([CH3:16])[CH3:15].N(C(C)C)C(C)C. (6) Given the product [CH2:1]([O:3][C:4]([C:6]1[CH:7]=[C:8]2[C:13](=[CH:14][CH:15]=1)[NH:12][CH:11]([C:16]1[CH:21]=[CH:20][CH:19]=[C:18]([N:29]3[CH2:30][CH2:31][N:26]([CH3:25])[CH2:27][CH2:28]3)[CH:17]=1)[C:10]([CH3:24])([CH3:23])[CH2:9]2)=[O:5])[CH3:2], predict the reactants needed to synthesize it. The reactants are: [CH2:1]([O:3][C:4]([C:6]1[CH:7]=[C:8]2[C:13](=[CH:14][CH:15]=1)[NH:12][CH:11]([C:16]1[CH:21]=[CH:20][CH:19]=[C:18](Br)[CH:17]=1)[C:10]([CH3:24])([CH3:23])[CH2:9]2)=[O:5])[CH3:2].[CH3:25][N:26]1[CH2:31][CH2:30][NH:29][CH2:28][CH2:27]1.Cl.CN(C)CC(O)=O.C(=O)([O-])[O-].[K+].[K+]. (7) Given the product [CH3:28][C@@H:29]1[CH2:33][O:32][C@@H:31]([C:34]([O:36][CH2:37][CH3:38])=[O:35])[N:30]1[C:39](=[O:52])[C:40]1[CH:45]=[C:44]([CH3:46])[CH:43]=[CH:42][C:41]=1[N:47]1[N:51]=[CH:50][CH:49]=[N:48]1, predict the reactants needed to synthesize it. The reactants are: C(OCC)(=O)C=O.N[C@H](C)CO.CC1C=CC(N2N=CC=N2)=C(C=1)C(O)=O.[CH3:28][C@@H:29]1[CH2:33][O:32][CH:31]([C:34]([O:36][CH2:37][CH3:38])=[O:35])[N:30]1[C:39](=[O:52])[C:40]1[CH:45]=[C:44]([CH3:46])[CH:43]=[CH:42][C:41]=1[N:47]1[N:51]=[CH:50][CH:49]=[N:48]1. (8) The reactants are: [CH3:1][O:2][C:3]1[CH:8]=[C:7]([O:9][CH3:10])[CH:6]=[CH:5][C:4]=1[C:11]1[C:19]2[C:14](=[C:15]([C:20]([F:23])([F:22])[F:21])[CH:16]=[CH:17][CH:18]=2)[NH:13][N:12]=1.I[CH2:25][CH2:26][CH3:27]. Given the product [CH3:1][O:2][C:3]1[CH:8]=[C:7]([O:9][CH3:10])[CH:6]=[CH:5][C:4]=1[C:11]1[N:12]([CH2:25][CH2:26][CH3:27])[N:13]=[C:14]2[C:19]=1[CH:18]=[CH:17][CH:16]=[C:15]2[C:20]([F:23])([F:22])[F:21], predict the reactants needed to synthesize it. (9) Given the product [CH3:17][C:16]1[CH:18]=[CH:19][C:13]([S:10]([O:7][CH2:6][CH2:5][O:4][CH2:3][C:2]([F:9])([F:8])[F:1])(=[O:12])=[O:11])=[CH:14][CH:15]=1, predict the reactants needed to synthesize it. The reactants are: [F:1][C:2]([F:9])([F:8])[CH2:3][O:4][CH2:5][CH2:6][OH:7].[S:10](Cl)([C:13]1[CH:19]=[CH:18][C:16]([CH3:17])=[CH:15][CH:14]=1)(=[O:12])=[O:11].O.